The task is: Predict the reactants needed to synthesize the given product.. This data is from Full USPTO retrosynthesis dataset with 1.9M reactions from patents (1976-2016). (1) The reactants are: [Br:1][C:2]1[CH:3]=[CH:4][C:5]([NH:17][C:18]2[CH:23]=[CH:22][CH:21]=[CH:20][CH:19]=2)=[C:6]([CH:16]=1)[NH:7][C:8](=O)[C:9]1[CH:14]=[CH:13][CH:12]=[CH:11][N:10]=1. Given the product [Br:1][C:2]1[CH:3]=[CH:4][C:5]2[N:17]([C:18]3[CH:23]=[CH:22][CH:21]=[CH:20][CH:19]=3)[C:8]([C:9]3[CH:14]=[CH:13][CH:12]=[CH:11][N:10]=3)=[N:7][C:6]=2[CH:16]=1, predict the reactants needed to synthesize it. (2) Given the product [CH2:1]([O:8][C:9]([NH:11][C@@H:12]([CH2:20][S:21][CH2:22][C@H:23]([O:39][C:40](=[O:52])[NH:41][CH2:42][CH2:43][CH2:44][CH2:45][CH2:46][CH2:47][CH2:48][CH2:49][CH2:50][CH3:51])[CH2:24][O:25][C:26](=[O:38])[NH:27][CH2:28][CH2:29][CH2:30][CH2:31][CH2:32][CH2:33][CH2:34][CH2:35][CH2:36][CH3:37])[C:13]([OH:15])=[O:14])=[O:10])[C:2]1[CH:3]=[CH:4][CH:5]=[CH:6][CH:7]=1, predict the reactants needed to synthesize it. The reactants are: [CH2:1]([O:8][C:9]([NH:11][C@@H:12]([CH2:20][S:21][CH2:22][C@H:23]([O:39][C:40](=[O:52])[NH:41][CH2:42][CH2:43][CH2:44][CH2:45][CH2:46][CH2:47][CH2:48][CH2:49][CH2:50][CH3:51])[CH2:24][O:25][C:26](=[O:38])[NH:27][CH2:28][CH2:29][CH2:30][CH2:31][CH2:32][CH2:33][CH2:34][CH2:35][CH2:36][CH3:37])[C:13]([O:15]C(C)(C)C)=[O:14])=[O:10])[C:2]1[CH:7]=[CH:6][CH:5]=[CH:4][CH:3]=1. (3) Given the product [Br:1][C:11]1[CH:12]=[C:7]([C:3]([CH3:6])([CH3:4])[CH3:5])[CH:8]=[CH:9][C:10]=1[OH:13], predict the reactants needed to synthesize it. The reactants are: [Br:1]Br.[C:3]([C:7]1[CH:12]=[CH:11][C:10]([OH:13])=[CH:9][CH:8]=1)([CH3:6])([CH3:5])[CH3:4].C(Cl)(Cl)(Cl)Cl. (4) Given the product [CH3:1][O:2][C:3]1[CH:4]=[CH:5][C:6]([CH2:9][C:10]([N:33]2[CH2:34][CH2:35][C:30]3([CH2:27][N:28]([C@H:36]4[C:44]5[C:39](=[CH:40][C:41]([C:45]6[CH:52]=[CH:51][C:48]([C:49]#[N:50])=[CH:47][N:46]=6)=[CH:42][CH:43]=5)[CH2:38][CH2:37]4)[CH2:29]3)[CH2:31][CH2:32]2)=[O:12])=[N:7][CH:8]=1, predict the reactants needed to synthesize it. The reactants are: [CH3:1][O:2][C:3]1[CH:4]=[CH:5][C:6]([CH2:9][C:10]([OH:12])=O)=[N:7][CH:8]=1.C(N1C=CN=C1)(N1C=CN=C1)=O.Cl.Cl.[CH2:27]1[C:30]2([CH2:35][CH2:34][NH:33][CH2:32][CH2:31]2)[CH2:29][N:28]1[C@H:36]1[C:44]2[C:39](=[CH:40][C:41]([C:45]3[CH:52]=[CH:51][C:48]([C:49]#[N:50])=[CH:47][N:46]=3)=[CH:42][CH:43]=2)[CH2:38][CH2:37]1.C(N(CC)CC)C. (5) Given the product [CH3:49][C:37]1[N:36]([CH2:35][C:32]2[CH:33]=[CH:34][C:29]([C:24]3[C:23]([C:21]([OH:22])=[O:20])=[CH:28][CH:27]=[CH:26][CH:25]=3)=[CH:30][CH:31]=2)[C:44]2[C:39]([C:38]=1[CH3:48])=[CH:40][C:41]([C:45](=[O:46])[NH:4][C@H:3]([C:5]1[CH:10]=[CH:9][CH:8]=[C:7]([CH:11]([CH3:13])[CH3:12])[CH:6]=1)[C:2]([F:14])([F:15])[F:1])=[CH:42][CH:43]=2, predict the reactants needed to synthesize it. The reactants are: [F:1][C:2]([F:15])([F:14])[C@@H:3]([C:5]1[CH:10]=[CH:9][CH:8]=[C:7]([CH:11]([CH3:13])[CH3:12])[CH:6]=1)[NH2:4].C([O:20][C:21]([C:23]1[CH:28]=[CH:27][CH:26]=[CH:25][C:24]=1[C:29]1[CH:34]=[CH:33][C:32]([CH2:35][N:36]2[C:44]3[C:39](=[CH:40][C:41]([C:45](O)=[O:46])=[CH:42][CH:43]=3)[C:38]([CH3:48])=[C:37]2[CH3:49])=[CH:31][CH:30]=1)=[O:22])(C)(C)C. (6) The reactants are: [Cl:1][C:2]1[CH:7]=[CH:6][C:5]([S:8][C:9]2[C:17]3[C:12](=[CH:13][CH:14]=[CH:15][C:16]=3[NH:18][C:19](=[O:21])[CH3:20])[NH:11][C:10]=2[CH3:22])=[CH:4][CH:3]=1.C(=O)([O-])[O-].[K+].[K+].CC(C)=O.Br[CH2:34][C:35]([O:37][CH2:38][CH3:39])=[O:36]. Given the product [CH2:38]([O:37][C:35](=[O:36])[CH2:34][N:11]1[C:12]2[C:17](=[C:16]([NH:18][C:19](=[O:21])[CH3:20])[CH:15]=[CH:14][CH:13]=2)[C:9]([S:8][C:5]2[CH:4]=[CH:3][C:2]([Cl:1])=[CH:7][CH:6]=2)=[C:10]1[CH3:22])[CH3:39], predict the reactants needed to synthesize it. (7) The reactants are: [CH2:1]([NH:3][C:4]1[CH:9]=[CH:8][C:7]2[O:10][CH2:11][O:12][C:6]=2[CH:5]=1)[CH3:2].[O:13]([C:15]#[N:16])[Na]. Given the product [CH2:1]([N:3]([C:4]1[CH:9]=[CH:8][C:7]2[O:10][CH2:11][O:12][C:6]=2[CH:5]=1)[C:15]([NH2:16])=[O:13])[CH3:2], predict the reactants needed to synthesize it.